From a dataset of CYP2C9 inhibition data for predicting drug metabolism from PubChem BioAssay. Regression/Classification. Given a drug SMILES string, predict its absorption, distribution, metabolism, or excretion properties. Task type varies by dataset: regression for continuous measurements (e.g., permeability, clearance, half-life) or binary classification for categorical outcomes (e.g., BBB penetration, CYP inhibition). Dataset: cyp2c9_veith. (1) The compound is Cc1cccc(CNc2ncncc2-c2cccc(C#N)c2)c1. The result is 0 (non-inhibitor). (2) The molecule is Cn1c(=O)n(-c2cccc(Cl)c2)c(=O)c2c3c(sc21)COC(C)(C)C3. The result is 1 (inhibitor). (3) The compound is Cc1nn(Cc2c(Cl)cccc2Cl)c(C)c1NC(=O)c1cn(-c2ccccc2)nc1-c1ccccc1. The result is 1 (inhibitor).